Dataset: NCI-60 drug combinations with 297,098 pairs across 59 cell lines. Task: Regression. Given two drug SMILES strings and cell line genomic features, predict the synergy score measuring deviation from expected non-interaction effect. (1) Drug 1: CC12CCC3C(C1CCC2=O)CC(=C)C4=CC(=O)C=CC34C. Drug 2: C1=NC2=C(N=C(N=C2N1C3C(C(C(O3)CO)O)F)Cl)N. Cell line: EKVX. Synergy scores: CSS=27.9, Synergy_ZIP=2.97, Synergy_Bliss=0.0865, Synergy_Loewe=-20.7, Synergy_HSA=1.18. (2) Drug 1: CC1=C(C=C(C=C1)NC2=NC=CC(=N2)N(C)C3=CC4=NN(C(=C4C=C3)C)C)S(=O)(=O)N.Cl. Drug 2: CC(C1=C(C=CC(=C1Cl)F)Cl)OC2=C(N=CC(=C2)C3=CN(N=C3)C4CCNCC4)N. Cell line: COLO 205. Synergy scores: CSS=6.68, Synergy_ZIP=3.05, Synergy_Bliss=5.76, Synergy_Loewe=-14.4, Synergy_HSA=-2.23. (3) Drug 1: C1=NC(=NC(=O)N1C2C(C(C(O2)CO)O)O)N. Drug 2: B(C(CC(C)C)NC(=O)C(CC1=CC=CC=C1)NC(=O)C2=NC=CN=C2)(O)O. Cell line: OVCAR3. Synergy scores: CSS=39.6, Synergy_ZIP=-15.5, Synergy_Bliss=-22.4, Synergy_Loewe=-22.6, Synergy_HSA=-21.3. (4) Drug 1: CCC1=CC2CC(C3=C(CN(C2)C1)C4=CC=CC=C4N3)(C5=C(C=C6C(=C5)C78CCN9C7C(C=CC9)(C(C(C8N6C)(C(=O)OC)O)OC(=O)C)CC)OC)C(=O)OC.C(C(C(=O)O)O)(C(=O)O)O. Drug 2: C1CCC(C(C1)N)N.C(=O)(C(=O)[O-])[O-].[Pt+4]. Cell line: NCI-H322M. Synergy scores: CSS=18.7, Synergy_ZIP=-2.07, Synergy_Bliss=-1.95, Synergy_Loewe=0.156, Synergy_HSA=0.157. (5) Drug 1: CCCCC(=O)OCC(=O)C1(CC(C2=C(C1)C(=C3C(=C2O)C(=O)C4=C(C3=O)C=CC=C4OC)O)OC5CC(C(C(O5)C)O)NC(=O)C(F)(F)F)O. Drug 2: C1=NC2=C(N1)C(=S)N=CN2. Cell line: HS 578T. Synergy scores: CSS=41.7, Synergy_ZIP=-5.38, Synergy_Bliss=-0.940, Synergy_Loewe=-7.88, Synergy_HSA=3.14. (6) Synergy scores: CSS=-10.7, Synergy_ZIP=2.41, Synergy_Bliss=-4.56, Synergy_Loewe=-7.97, Synergy_HSA=-9.64. Cell line: UACC-257. Drug 1: CN(C)C1=NC(=NC(=N1)N(C)C)N(C)C. Drug 2: CCCCC(=O)OCC(=O)C1(CC(C2=C(C1)C(=C3C(=C2O)C(=O)C4=C(C3=O)C=CC=C4OC)O)OC5CC(C(C(O5)C)O)NC(=O)C(F)(F)F)O. (7) Drug 1: CC1=C(C(=O)C2=C(C1=O)N3CC4C(C3(C2COC(=O)N)OC)N4)N. Drug 2: CC12CCC3C(C1CCC2OP(=O)(O)O)CCC4=C3C=CC(=C4)OC(=O)N(CCCl)CCCl.[Na+]. Cell line: OVCAR-4. Synergy scores: CSS=6.88, Synergy_ZIP=2.39, Synergy_Bliss=5.32, Synergy_Loewe=0.550, Synergy_HSA=1.99. (8) Drug 1: CC12CCC(CC1=CCC3C2CCC4(C3CC=C4C5=CN=CC=C5)C)O. Drug 2: CC12CCC3C(C1CCC2O)C(CC4=C3C=CC(=C4)O)CCCCCCCCCS(=O)CCCC(C(F)(F)F)(F)F. Cell line: T-47D. Synergy scores: CSS=21.9, Synergy_ZIP=1.27, Synergy_Bliss=2.36, Synergy_Loewe=3.48, Synergy_HSA=5.31.